Regression. Given two drug SMILES strings and cell line genomic features, predict the synergy score measuring deviation from expected non-interaction effect. From a dataset of NCI-60 drug combinations with 297,098 pairs across 59 cell lines. (1) Drug 1: C1CCC(C1)C(CC#N)N2C=C(C=N2)C3=C4C=CNC4=NC=N3. Drug 2: C(CCl)NC(=O)N(CCCl)N=O. Cell line: UACC62. Synergy scores: CSS=-4.95, Synergy_ZIP=4.12, Synergy_Bliss=-0.338, Synergy_Loewe=-12.3, Synergy_HSA=-9.97. (2) Drug 1: C1=NC2=C(N=C(N=C2N1C3C(C(C(O3)CO)O)O)F)N. Drug 2: CC1CCC2CC(C(=CC=CC=CC(CC(C(=O)C(C(C(=CC(C(=O)CC(OC(=O)C3CCCCN3C(=O)C(=O)C1(O2)O)C(C)CC4CCC(C(C4)OC)O)C)C)O)OC)C)C)C)OC. Cell line: COLO 205. Synergy scores: CSS=4.16, Synergy_ZIP=-1.62, Synergy_Bliss=-1.99, Synergy_Loewe=-4.05, Synergy_HSA=-4.15. (3) Cell line: A498. Drug 2: C1CN(CCN1C(=O)CCBr)C(=O)CCBr. Synergy scores: CSS=9.56, Synergy_ZIP=-3.82, Synergy_Bliss=-1.62, Synergy_Loewe=0.753, Synergy_HSA=0.779. Drug 1: C(=O)(N)NO. (4) Drug 1: CN(C)C1=NC(=NC(=N1)N(C)C)N(C)C. Drug 2: C1CC(=O)NC(=O)C1N2C(=O)C3=CC=CC=C3C2=O. Cell line: MCF7. Synergy scores: CSS=-7.06, Synergy_ZIP=1.74, Synergy_Bliss=-4.23, Synergy_Loewe=-7.24, Synergy_HSA=-7.62. (5) Drug 1: CC12CCC3C(C1CCC2=O)CC(=C)C4=CC(=O)C=CC34C. Drug 2: CC(C)NC(=O)C1=CC=C(C=C1)CNNC.Cl. Cell line: HOP-92. Synergy scores: CSS=40.8, Synergy_ZIP=1.04, Synergy_Bliss=0.231, Synergy_Loewe=-7.24, Synergy_HSA=0.298. (6) Drug 1: C1=C(C(=O)NC(=O)N1)N(CCCl)CCCl. Drug 2: C1CC(=O)NC(=O)C1N2C(=O)C3=CC=CC=C3C2=O. Cell line: TK-10. Synergy scores: CSS=13.8, Synergy_ZIP=-2.66, Synergy_Bliss=0.916, Synergy_Loewe=-3.42, Synergy_HSA=1.30. (7) Drug 1: CC1=C2C(C(=O)C3(C(CC4C(C3C(C(C2(C)C)(CC1OC(=O)C(C(C5=CC=CC=C5)NC(=O)OC(C)(C)C)O)O)OC(=O)C6=CC=CC=C6)(CO4)OC(=O)C)OC)C)OC. Drug 2: C1=NC2=C(N1)C(=S)N=CN2. Cell line: UACC62. Synergy scores: CSS=36.1, Synergy_ZIP=-7.02, Synergy_Bliss=-13.1, Synergy_Loewe=-14.1, Synergy_HSA=-9.12. (8) Drug 1: C1=CC(=CC=C1CC(C(=O)O)N)N(CCCl)CCCl.Cl. Drug 2: CC1=C(C=C(C=C1)NC(=O)C2=CC=C(C=C2)CN3CCN(CC3)C)NC4=NC=CC(=N4)C5=CN=CC=C5. Cell line: LOX IMVI. Synergy scores: CSS=15.7, Synergy_ZIP=0.993, Synergy_Bliss=7.63, Synergy_Loewe=-4.40, Synergy_HSA=6.25. (9) Synergy scores: CSS=23.0, Synergy_ZIP=2.91, Synergy_Bliss=7.51, Synergy_Loewe=-0.579, Synergy_HSA=3.70. Drug 2: C1=CC=C(C(=C1)C(C2=CC=C(C=C2)Cl)C(Cl)Cl)Cl. Cell line: HCT116. Drug 1: CC1=C(C(CCC1)(C)C)C=CC(=CC=CC(=CC(=O)O)C)C.